From a dataset of Reaction yield outcomes from USPTO patents with 853,638 reactions. Predict the reaction yield, written as a fraction of the theoretical maximum amount of product (1.0 means a 100% yield; for example, 0.34 means a 34% yield). (1) The catalyst is C(OCC)(=O)C.O. The yield is 0.700. The reactants are [O:1]=[C:2]1[C:10]2([CH2:14][O:13][C:12]3[CH:15]=[C:16]4[C:20](=[CH:21][C:11]2=3)[CH2:19][CH2:18][O:17]4)[C:9]2[C:4](=[CH:5][CH:6]=[CH:7][CH:8]=2)[N:3]1[CH2:22][C:23]([O:25]CC)=[O:24].[Li+].[OH-].Cl. The product is [O:1]=[C:2]1[C:10]2([CH2:14][O:13][C:12]3[CH:15]=[C:16]4[C:20](=[CH:21][C:11]2=3)[CH2:19][CH2:18][O:17]4)[C:9]2[C:4](=[CH:5][CH:6]=[CH:7][CH:8]=2)[N:3]1[CH2:22][C:23]([OH:25])=[O:24]. (2) The reactants are [C:1]([C:4]1[CH:45]=[CH:44][C:7]([C:8]([N:10]2[CH2:16][C@H:15]([NH:17]C(=O)OC(C)(C)C)[C:14](=[O:25])[N:13]([CH2:26][C:27]3[C:36]4[C:31](=[CH:32][C:33]([Br:37])=[CH:34][CH:35]=4)[CH:30]=[CH:29][C:28]=3[O:38][CH3:39])[C:12]3[CH:40]=[CH:41][CH:42]=[CH:43][C:11]2=3)=[O:9])=[CH:6][CH:5]=1)(=[O:3])[CH3:2].CCOCC.[ClH:51]. The catalyst is O1CCOCC1. The product is [ClH:51].[C:1]([C:4]1[CH:45]=[CH:44][C:7]([C:8]([N:10]2[CH2:16][C@H:15]([NH2:17])[C:14](=[O:25])[N:13]([CH2:26][C:27]3[C:36]4[C:31](=[CH:32][C:33]([Br:37])=[CH:34][CH:35]=4)[CH:30]=[CH:29][C:28]=3[O:38][CH3:39])[C:12]3[CH:40]=[CH:41][CH:42]=[CH:43][C:11]2=3)=[O:9])=[CH:6][CH:5]=1)(=[O:3])[CH3:2]. The yield is 0.980. (3) The reactants are [CH3:1][O:2][C:3]1[C:4](=[O:25])[C:5]([CH3:24])=[C:6]([CH2:12][C:13]2[CH:18]=[CH:17][C:16]([CH2:19][CH2:20][C:21]([OH:23])=O)=[CH:15][CH:14]=2)[C:7](=[O:11])[C:8]=1[O:9][CH3:10].[NH:26]1[CH2:31][CH2:30][CH2:29][CH2:28][CH2:27]1. No catalyst specified. The product is [CH3:1][O:2][C:3]1[C:4](=[O:25])[C:5]([CH3:24])=[C:6]([CH2:12][C:13]2[CH:14]=[CH:15][C:16]([CH2:19][CH2:20][C:21]([N:26]3[CH2:31][CH2:30][CH2:29][CH2:28][CH2:27]3)=[O:23])=[CH:17][CH:18]=2)[C:7](=[O:11])[C:8]=1[O:9][CH3:10]. The yield is 0.500. (4) The reactants are Br[C:2]1[CH:3]=[CH:4][C:5](/[CH:8]=[CH:9]/[CH3:10])=[N:6][CH:7]=1.CC1(C)C(C)(C)OB([C:19]2[CH2:24][CH2:23][N:22]([C:25]([O:27][C:28]([CH3:31])([CH3:30])[CH3:29])=[O:26])[CH2:21][CH:20]=2)O1.C([O-])(O)=O.[Na+].O. The catalyst is O1CCOCC1. The product is [CH:8](/[C:5]1[N:6]=[CH:7][C:2]([C:19]2[CH2:24][CH2:23][N:22]([C:25]([O:27][C:28]([CH3:31])([CH3:30])[CH3:29])=[O:26])[CH2:21][CH:20]=2)=[CH:3][CH:4]=1)=[CH:9]\[CH3:10]. The yield is 0.620. (5) The reactants are [Cl:1][C:2]1[CH:3]=[C:4]([CH2:9][C:10]([C:12]2[CH:17]=[CH:16][CH:15]=[CH:14][CH:13]=2)=O)[CH:5]=[CH:6][C:7]=1[Cl:8].[CH2:18]([O:20][C:21]1[CH:22]=[C:23]([CH:26]=[C:27]([N+:30]([O-:32])=[O:31])[C:28]=1[OH:29])[CH:24]=O)[CH3:19].[NH2:33][C:34]([NH2:36])=[O:35].Cl. The catalyst is C(O)C. The product is [Cl:1][C:2]1[CH:3]=[C:4]([C:9]2[CH:24]([C:23]3[CH:26]=[C:27]([N+:30]([O-:32])=[O:31])[C:28]([OH:29])=[C:21]([O:20][CH2:18][CH3:19])[CH:22]=3)[NH:33][C:34](=[O:35])[NH:36][C:10]=2[C:12]2[CH:17]=[CH:16][CH:15]=[CH:14][CH:13]=2)[CH:5]=[CH:6][C:7]=1[Cl:8]. The yield is 0.0240. (6) The reactants are [NH2:1][C:2]1[CH:7]=[CH:6][C:5]([CH:8]2[C:17]([CH3:19])([CH3:18])[CH2:16][C:15]3[C:10](=[CH:11][CH:12]=[C:13]([C:20]([OH:22])=[O:21])[CH:14]=3)[NH:9]2)=[CH:4][CH:3]=1.[C:23]1([S:29](Cl)(=[O:31])=[O:30])[CH:28]=[CH:27][CH:26]=[CH:25][CH:24]=1. The catalyst is N1C=CC=CC=1. The product is [CH3:19][C:17]1([CH3:18])[CH2:16][C:15]2[C:10](=[CH:11][CH:12]=[C:13]([C:20]([OH:22])=[O:21])[CH:14]=2)[NH:9][CH:8]1[C:5]1[CH:4]=[CH:3][C:2]([NH:1][S:29]([C:23]2[CH:28]=[CH:27][CH:26]=[CH:25][CH:24]=2)(=[O:31])=[O:30])=[CH:7][CH:6]=1. The yield is 0.650.